From a dataset of Forward reaction prediction with 1.9M reactions from USPTO patents (1976-2016). Predict the product of the given reaction. (1) Given the reactants ClC(Cl)(Cl)C([N:5]1[CH2:10][CH2:9][N:8]([C:11]2[CH:20]=[C:19]([S:21]([N:24]3[C:32]4[C:27](=[CH:28][CH:29]=[C:30]([F:33])[CH:31]=4)[C:26]([CH:34]([F:36])[F:35])=[CH:25]3)(=[O:23])=[O:22])[C:18]3[C:13](=[CH:14][CH:15]=[CH:16][CH:17]=3)[C:12]=2[O:37][CH3:38])[CH2:7][CH2:6]1)=O.[OH-].[K+], predict the reaction product. The product is: [F:36][CH:34]([F:35])[C:26]1[C:27]2[C:32](=[CH:31][C:30]([F:33])=[CH:29][CH:28]=2)[N:24]([S:21]([C:19]2[C:18]3[C:13](=[CH:14][CH:15]=[CH:16][CH:17]=3)[C:12]([O:37][CH3:38])=[C:11]([N:8]3[CH2:9][CH2:10][NH:5][CH2:6][CH2:7]3)[CH:20]=2)(=[O:23])=[O:22])[CH:25]=1. (2) The product is: [Cl:19][C:20]1[CH:33]=[CH:32][C:31]([NH:34][C:35]2[O:18][C:17]3[CH:16]=[CH:15][C:4]([O:5][C:6]4[CH:11]=[CH:10][N:9]=[C:8]([C:12]([NH2:14])=[O:13])[CH:7]=4)=[CH:3][C:2]=3[N:1]=2)=[CH:30][C:21]=1[O:22][CH2:23][C@@H:24]1[CH2:28][CH2:27][CH2:26][N:25]1[CH3:29]. Given the reactants [NH2:1][C:2]1[CH:3]=[C:4]([CH:15]=[CH:16][C:17]=1[OH:18])[O:5][C:6]1[CH:11]=[CH:10][N:9]=[C:8]([C:12]([NH2:14])=[O:13])[CH:7]=1.[Cl:19][C:20]1[CH:33]=[CH:32][C:31]([N:34]=[C:35]=S)=[CH:30][C:21]=1[O:22][CH2:23][C@@H:24]1[CH2:28][CH2:27][CH2:26][N:25]1[CH3:29], predict the reaction product. (3) The product is: [CH3:32][N:28]1[C:27]2[CH:33]=[CH:34][C:24]([N:23]([CH3:22])[C:35]3[CH:40]=[CH:39][N:38]=[C:37]([NH:41][C:42]4[CH:43]=[CH:44][C:45]([CH2:48][S:49]([CH3:52])(=[O:50])=[O:51])=[CH:46][CH:47]=4)[N:36]=3)=[CH:25][C:26]=2[N:30]=[C:29]1[NH:31][C:1](=[O:9])[C:2]1[CH:3]=[CH:4][CH:5]=[CH:6][CH:7]=1. Given the reactants [C:1]([OH:9])(=O)[C:2]1[CH:7]=[CH:6][CH:5]=[CH:4][CH:3]=1.C(N1C=CN=C1)(N1C=CN=C1)=O.[CH3:22][N:23]([C:35]1[CH:40]=[CH:39][N:38]=[C:37]([NH:41][C:42]2[CH:47]=[CH:46][C:45]([CH2:48][S:49]([CH3:52])(=[O:51])=[O:50])=[CH:44][CH:43]=2)[N:36]=1)[C:24]1[CH:34]=[CH:33][C:27]2[N:28]([CH3:32])[C:29]([NH2:31])=[N:30][C:26]=2[CH:25]=1.C(N(CC)CC)C, predict the reaction product. (4) Given the reactants [CH:1]1([C:4]2[CH:9]=[CH:8][N:7]=[CH:6][C:5]=2[N:10](S(C)(=O)=O)[S:11]([CH3:14])(=[O:13])=[O:12])[CH2:3][CH2:2]1.[OH-].[Na+], predict the reaction product. The product is: [CH:1]1([C:4]2[CH:9]=[CH:8][N:7]=[CH:6][C:5]=2[NH:10][S:11]([CH3:14])(=[O:12])=[O:13])[CH2:3][CH2:2]1. (5) Given the reactants [N+](C1C=CC(CC([O-])=O)=CC=1)([O-])=O.C(O)C(N)(CO)CO.Cl.[N+:23]([C:26]1[CH:31]=[CH:30][C:29]([O-:32])=[CH:28][CH:27]=1)([O-:25])=[O:24], predict the reaction product. The product is: [CH:27]1[C:26]([N+:23]([O-:25])=[O:24])=[CH:31][CH:30]=[C:29]([OH:32])[CH:28]=1. (6) Given the reactants C([O:8][C:9]1[C:10](=[O:79])[N:11]([CH2:75][CH2:76][O:77][CH3:78])[CH:12]=[CH:13][C:14]=1[C:15]([NH:17][CH2:18][CH2:19][N:20]([CH2:51][CH2:52][NH:53][C:54]([C:56]1[CH:61]=[CH:60][N:59]([CH2:62][CH2:63][O:64][CH3:65])[C:58](=[O:66])[C:57]=1[O:67]CC1C=CC=CC=1)=[O:55])[C:21]([C:23]([NH:29][C:30]([C:32]1[CH:37]=[CH:36][N:35]([CH2:38][CH2:39][O:40][CH3:41])[C:34](=[O:42])[C:33]=1[O:43]CC1C=CC=CC=1)=[O:31])([CH2:27][CH3:28])[C:24]([O-:26])=[O:25])=[O:22])=[O:16])C1C=CC=CC=1.Cl, predict the reaction product. The product is: [OH:67][C:57]1[C:58](=[O:66])[N:59]([CH2:62][CH2:63][O:64][CH3:65])[CH:60]=[CH:61][C:56]=1[C:54]([NH:53][CH2:52][CH2:51][N:20]([CH2:19][CH2:18][NH:17][C:15]([C:14]1[CH:13]=[CH:12][N:11]([CH2:75][CH2:76][O:77][CH3:78])[C:10](=[O:79])[C:9]=1[OH:8])=[O:16])[C:21]([C:23]([NH:29][C:30]([C:32]1[CH:37]=[CH:36][N:35]([CH2:38][CH2:39][O:40][CH3:41])[C:34](=[O:42])[C:33]=1[OH:43])=[O:31])([CH2:27][CH3:28])[C:24]([OH:26])=[O:25])=[O:22])=[O:55]. (7) The product is: [CH3:1][CH:2]([CH:8]=[CH:9][CH:10]=[C:11]([CH3:18])[CH2:12][CH2:13][CH:14]=[C:15]([CH3:17])[CH3:16])[CH:3]=[O:4]. Given the reactants [CH3:1][CH:2](/[CH:8]=[CH:9]/[CH:10]=[C:11]([CH3:18])[CH2:12][CH2:13][CH:14]=[C:15]([CH3:17])[CH3:16])[CH:3](OC)[O:4]C.C1COCC1.CC1C=CC(S(O)(=O)=O)=CC=1.C([O-])(O)=O.[Na+], predict the reaction product.